This data is from Catalyst prediction with 721,799 reactions and 888 catalyst types from USPTO. The task is: Predict which catalyst facilitates the given reaction. (1) Reactant: Cl[C:2]1[CH:7]=[C:6]([O:8][CH2:9][C:10]#[C:11][CH3:12])[N:5]=[CH:4][N:3]=1.C(=O)([O-])[O-].[K+].[K+].[F:19][C:20]1[C:25]([F:26])=[CH:24][CH:23]=[CH:22][C:21]=1[OH:27].[Cl-].[NH4+]. Product: [CH2:9]([O:8][C:6]1[CH:7]=[C:2]([O:27][C:21]2[CH:22]=[CH:23][CH:24]=[C:25]([F:26])[C:20]=2[F:19])[N:3]=[CH:4][N:5]=1)[C:10]#[C:11][CH3:12]. The catalyst class is: 9. (2) Reactant: [Cl:1][C:2]1[C:3]2[N:4]([C:8]([CH:19]([OH:22])[C:20]#[CH:21])=[C:9]([C:11]3[CH:16]=[CH:15][CH:14]=[C:13]([O:17][CH3:18])[CH:12]=3)[N:10]=2)[CH:5]=[CH:6][CH:7]=1. Product: [Cl:1][C:2]1[C:3]2[N:4]([C:8]([C:19](=[O:22])[C:20]#[CH:21])=[C:9]([C:11]3[CH:16]=[CH:15][CH:14]=[C:13]([O:17][CH3:18])[CH:12]=3)[N:10]=2)[CH:5]=[CH:6][CH:7]=1. The catalyst class is: 327. (3) Reactant: [CH2:1]([N:5]1[C:13]2[N:12]=[C:11]([Cl:14])[NH:10][C:9]=2[C:8](=[O:15])[N:7]([CH2:16][CH2:17][CH2:18][CH2:19][C:20]#[N:21])[C:6]1=[O:22])[CH2:2][CH2:3][CH3:4].[NH2:23][OH:24]. Product: [CH2:1]([N:5]1[C:13]2[N:12]=[C:11]([Cl:14])[NH:10][C:9]=2[C:8](=[O:15])[N:7]([CH2:16][CH2:17][CH2:18][CH2:19][C:20](=[NH:21])[NH:23][OH:24])[C:6]1=[O:22])[CH2:2][CH2:3][CH3:4]. The catalyst class is: 14. (4) Reactant: Br[CH:2]=[C:3]([C:5]1[CH:10]=[CH:9][CH:8]=[C:7]([S:11]([CH3:14])(=[O:13])=[O:12])[CH:6]=1)[CH3:4].P([O-])([O-])([O-])=O.[K+].[K+].[K+].N1CCC[C@H]1C(O)=O.[CH3:31][N:32]1[CH2:45][CH2:44][C:35]2[NH:36][C:37]3[CH:38]=[CH:39][C:40]([CH3:43])=[CH:41][C:42]=3[C:34]=2[CH2:33]1. Product: [CH3:31][N:32]1[CH2:45][CH2:44][C:35]2[N:36](/[CH:2]=[C:3](/[C:5]3[CH:10]=[CH:9][CH:8]=[C:7]([S:11]([CH3:14])(=[O:13])=[O:12])[CH:6]=3)\[CH3:4])[C:37]3[CH:38]=[CH:39][C:40]([CH3:43])=[CH:41][C:42]=3[C:34]=2[CH2:33]1. The catalyst class is: 122. (5) Reactant: [C:1]([O:5][C:6]([N:8]1[C@H:13]([C:14]([OH:16])=O)[CH2:12][C@@H:11]2[C@H:9]1[CH2:10]2)=[O:7])([CH3:4])([CH3:3])[CH3:2].ClC(N(C)C)=C(C)C.Cl.[Cl:26][C:27]1[CH:32]=[CH:31][CH:30]=[CH:29][C:28]=1[C:33]1[CH:38]=[CH:37][CH:36]=[C:35]([NH2:39])[C:34]=1[F:40].CCN(C(C)C)C(C)C. Product: [Cl:26][C:27]1[CH:32]=[CH:31][CH:30]=[CH:29][C:28]=1[C:33]1[CH:38]=[CH:37][CH:36]=[C:35]([NH:39][C:14]([C@@H:13]2[CH2:12][C@@H:11]3[C@@H:9]([CH2:10]3)[N:8]2[C:6]([O:5][C:1]([CH3:2])([CH3:3])[CH3:4])=[O:7])=[O:16])[C:34]=1[F:40]. The catalyst class is: 34. (6) Reactant: [OH:1][C:2]1[CH:7]=[C:6]([CH3:8])[C:5](O)=[C:4]([CH3:10])[CH:3]=1.CN([CH:14]=[O:15])C.C([O-])([O-])=O.[Cs+].[Cs+].[C:22]([O:26][C:27](=[O:30])[CH2:28]Cl)([CH3:25])([CH3:24])[CH3:23]. Product: [CH:14]([C:5]1[C:6]([CH3:8])=[CH:7][C:2]([O:1][CH2:28][C:27]([O:26][C:22]([CH3:25])([CH3:24])[CH3:23])=[O:30])=[CH:3][C:4]=1[CH3:10])=[O:15]. The catalyst class is: 6. (7) Reactant: [N:1]1[CH:2]=[CH:3][N:4]2[CH:9]=[C:8]([C:10]([OH:12])=O)[CH:7]=[CH:6][C:5]=12.[F:13][C:14]1[CH:15]=[C:16]([CH:25]=[CH:26][CH:27]=1)[O:17][C:18]1[S:22][C:21]([CH2:23][NH2:24])=[CH:20][CH:19]=1.F[P-](F)(F)(F)(F)F.N1([P+](N(C)C)(N(C)C)N(C)C)C2C=CC=CC=2N=N1.C(N(CC)CC)C. Product: [F:13][C:14]1[CH:15]=[C:16]([CH:25]=[CH:26][CH:27]=1)[O:17][C:18]1[S:22][C:21]([CH2:23][NH:24][C:10]([C:8]2[CH:7]=[CH:6][C:5]3[N:4]([CH:3]=[CH:2][N:1]=3)[CH:9]=2)=[O:12])=[CH:20][CH:19]=1. The catalyst class is: 288.